This data is from Full USPTO retrosynthesis dataset with 1.9M reactions from patents (1976-2016). The task is: Predict the reactants needed to synthesize the given product. (1) Given the product [Cl:1][C:2]1[CH:30]=[CH:29][CH:28]=[C:27]([C:31]([F:33])([F:34])[F:32])[C:3]=1[C:4]([N:6]1[C:14]2[C:9](=[C:10]([F:15])[CH:11]=[CH:12][CH:13]=2)[C:8]([N:16]2[CH2:21][CH2:20][CH:19]([C:22]([OH:24])=[O:23])[CH:18]([CH3:26])[CH2:17]2)=[N:7]1)=[O:5], predict the reactants needed to synthesize it. The reactants are: [Cl:1][C:2]1[CH:30]=[CH:29][CH:28]=[C:27]([C:31]([F:34])([F:33])[F:32])[C:3]=1[C:4]([N:6]1[C:14]2[C:9](=[C:10]([F:15])[CH:11]=[CH:12][CH:13]=2)[C:8]([N:16]2[CH2:21][CH2:20][CH:19]([C:22]([O:24]C)=[O:23])[CH:18]([CH3:26])[CH2:17]2)=[N:7]1)=[O:5].C1COCC1.O.[OH-].[Li+]. (2) Given the product [C:1]([O:5][C:6]([N:8]1[CH2:12][CH:11]([OH:13])[CH2:10][CH:9]1[C:21]([CH3:29])([CH3:28])[O:22][SiH2:23][C:24]([CH3:27])([CH3:26])[CH3:25])=[O:7])([CH3:4])([CH3:3])[CH3:2], predict the reactants needed to synthesize it. The reactants are: [C:1]([O:5][C:6]([N:8]1[CH2:12][CH:11]([O:13]CC2C=CC=CC=2)[CH2:10][CH:9]1[C:21]([CH3:29])([CH3:28])[O:22][SiH2:23][C:24]([CH3:27])([CH3:26])[CH3:25])=[O:7])([CH3:4])([CH3:3])[CH3:2].